From a dataset of Full USPTO retrosynthesis dataset with 1.9M reactions from patents (1976-2016). Predict the reactants needed to synthesize the given product. Given the product [F:21][C:22]1[CH:23]=[CH:24][C:25]([C:28]2[O:54][C:31]3=[N:32][CH:33]=[C:34]([C:36]4[CH:37]=[C:38]([CH:51]=[CH:52][CH:53]=4)[C:39]([NH:41][C:42]([C:45]4[CH:46]=[CH:47][CH:48]=[CH:49][CH:50]=4)([CH3:44])[CH3:43])=[O:40])[CH:35]=[C:30]3[C:29]=2[CH:55]=[O:16])=[CH:26][CH:27]=1, predict the reactants needed to synthesize it. The reactants are: CC(N=NC(C#N)(C)C)(C#N)C.C1C(=O)N(Br)C(=[O:16])C1.[F:21][C:22]1[CH:27]=[CH:26][C:25]([C:28]2[O:54][C:31]3=[N:32][CH:33]=[C:34]([C:36]4[CH:37]=[C:38]([CH:51]=[CH:52][CH:53]=4)[C:39]([NH:41][C:42]([C:45]4[CH:50]=[CH:49][CH:48]=[CH:47][CH:46]=4)([CH3:44])[CH3:43])=[O:40])[CH:35]=[C:30]3[C:29]=2[CH3:55])=[CH:24][CH:23]=1.C[N+]1([O-])CCOCC1.